This data is from Peptide-MHC class I binding affinity with 185,985 pairs from IEDB/IMGT. The task is: Regression. Given a peptide amino acid sequence and an MHC pseudo amino acid sequence, predict their binding affinity value. This is MHC class I binding data. (1) The peptide sequence is RGPSCGSAK. The MHC is HLA-A11:01 with pseudo-sequence HLA-A11:01. The binding affinity (normalized) is 0.329. (2) The peptide sequence is YTKFWYVNH. The MHC is HLA-A33:01 with pseudo-sequence HLA-A33:01. The binding affinity (normalized) is 0.691. (3) The peptide sequence is KPIPHRTVL. The MHC is HLA-B48:01 with pseudo-sequence HLA-B48:01. The binding affinity (normalized) is 0.0847. (4) The peptide sequence is AVLMHRGKR. The MHC is HLA-A31:01 with pseudo-sequence HLA-A31:01. The binding affinity (normalized) is 0.724. (5) The peptide sequence is RYTKLSYR. The MHC is H-2-Kd with pseudo-sequence H-2-Kd. The binding affinity (normalized) is 0.315. (6) The peptide sequence is APKEFRGAL. The MHC is HLA-A26:01 with pseudo-sequence HLA-A26:01. The binding affinity (normalized) is 0.0847. (7) The peptide sequence is IRILQRALF. The MHC is Mamu-B3901 with pseudo-sequence Mamu-B3901. The binding affinity (normalized) is 0.00216.